Dataset: Forward reaction prediction with 1.9M reactions from USPTO patents (1976-2016). Task: Predict the product of the given reaction. (1) The product is: [OH:14][B:11]1[C:10]2[CH:15]=[CH:16][C:7]([O:6][C:5]3[CH:17]=[CH:18][C:2]([NH:1][C:26](=[O:28])[CH3:27])=[CH:3][CH:4]=3)=[CH:8][C:9]=2[CH2:13][O:12]1. Given the reactants [NH2:1][C:2]1[CH:18]=[CH:17][C:5]([O:6][C:7]2[CH:16]=[CH:15][C:10]3[B:11]([OH:14])[O:12][CH2:13][C:9]=3[CH:8]=2)=[CH:4][CH:3]=1.CCN(CC)CC.[C:26](Cl)(=[O:28])[CH3:27], predict the reaction product. (2) Given the reactants [Br-].[Br-].[Br-].B.C[O:6][C:7]1[CH:16]=[C:15]2[C:10]([CH2:11][CH2:12][N:13]([C:18]3[CH:19]=[N:20][CH:21]=[CH:22][C:23]=3[CH3:24])[C:14]2=[O:17])=[CH:9][CH:8]=1.CO, predict the reaction product. The product is: [OH:6][C:7]1[CH:16]=[C:15]2[C:10]([CH2:11][CH2:12][N:13]([C:18]3[CH:19]=[N:20][CH:21]=[CH:22][C:23]=3[CH3:24])[C:14]2=[O:17])=[CH:9][CH:8]=1. (3) Given the reactants [CH2:1]([CH:8]1[CH2:12][O:11][C:10](=[O:13])[N:9]1[C:14](=[O:37])[CH:15]([C:20]1[CH:21]=[C:22]([C:27]2[CH:32]=[CH:31][C:30]([C:33]([F:36])([F:35])[F:34])=[CH:29][CH:28]=2)[CH:23]=[C:24]([OH:26])[CH:25]=1)[CH2:16][CH:17]([CH3:19])[CH3:18])[C:2]1[CH:7]=[CH:6][CH:5]=[CH:4][CH:3]=1.N1C=CC=CC=1.[F:44][C:45]([F:58])([F:57])[S:46](O[S:46]([C:45]([F:58])([F:57])[F:44])(=[O:48])=[O:47])(=[O:48])=[O:47].Cl, predict the reaction product. The product is: [CH2:1]([CH:8]1[CH2:12][O:11][C:10](=[O:13])[N:9]1[C:14]([CH:15]([C:20]1[CH:25]=[C:24]([O:26][S:46]([C:45]([F:58])([F:57])[F:44])(=[O:48])=[O:47])[CH:23]=[C:22]([C:27]2[CH:28]=[CH:29][C:30]([C:33]([F:34])([F:36])[F:35])=[CH:31][CH:32]=2)[CH:21]=1)[CH2:16][CH:17]([CH3:19])[CH3:18])=[O:37])[C:2]1[CH:7]=[CH:6][CH:5]=[CH:4][CH:3]=1. (4) Given the reactants [C:1]([CH2:5][OH:6])([F:4])([F:3])[F:2].[CH3:7][O:8][C:9](Cl)=[O:10], predict the reaction product. The product is: [C:1]([CH2:5][O:6][C:9]([O:8][CH3:7])=[O:10])([F:4])([F:3])[F:2]. (5) Given the reactants CN1C=CN=C1.[C:7]([O:11][C:12]([N:14]1[C@H:19]([C:20]([OH:22])=O)[CH2:18][C@@H:17]2[C@H:15]1[CH2:16]2)=[O:13])([CH3:10])([CH3:9])[CH3:8].CS(Cl)(=O)=O.Cl.[F:29]/[C:30](=[CH:33]\[C:34]([F:37])([F:36])[F:35])/[CH2:31][NH2:32], predict the reaction product. The product is: [F:29]/[C:30](=[CH:33]\[C:34]([F:37])([F:36])[F:35])/[CH2:31][NH:32][C:20]([C@@H:19]1[CH2:18][C@@H:17]2[C@@H:15]([CH2:16]2)[N:14]1[C:12]([O:11][C:7]([CH3:8])([CH3:9])[CH3:10])=[O:13])=[O:22]. (6) The product is: [CH3:27][CH:28]1[CH2:32][CH2:31][CH2:30][N:29]1[CH2:2][CH2:3][CH2:4][O:5][C:6]1[CH:11]=[CH:10][C:9]([C:12]2[S:13][C:14]3[CH2:15][N:16]([C:21](=[O:26])[C:22]([F:25])([F:24])[F:23])[CH2:17][CH2:18][C:19]=3[N:20]=2)=[CH:8][CH:7]=1. Given the reactants Cl[CH2:2][CH2:3][CH2:4][O:5][C:6]1[CH:11]=[CH:10][C:9]([C:12]2[S:13][C:14]3[CH2:15][N:16]([C:21](=[O:26])[C:22]([F:25])([F:24])[F:23])[CH2:17][CH2:18][C:19]=3[N:20]=2)=[CH:8][CH:7]=1.[CH3:27][CH:28]1[CH2:32][CH2:31][CH2:30][NH:29]1.C(=O)([O-])[O-].[K+].[K+].[I-].[Na+], predict the reaction product. (7) Given the reactants [OH:1][C@H:2]1[C:10]2[C:5](=[CH:6][CH:7]=[CH:8][CH:9]=2)[CH2:4][C@:3]1([CH2:20][C:21]1[CH:29]=[CH:28][C:24]([C:25]([NH2:27])=[O:26])=[CH:23][CH:22]=1)[C:11]1[CH2:12][C:13]2[C:18]([CH:19]=1)=[CH:17][CH:16]=[CH:15][CH:14]=2.C1CCC(N=C=NC2CCCCC2)CC1.C([NH:62][C@H:63]([C:68](O)=[O:69])[CH2:64][CH:65]([CH3:67])[CH3:66])(OCC1C2C(=CC=CC=2)C2C1=CC=CC=2)=O, predict the reaction product. The product is: [NH2:62][C@H:63]([C:68]([O:1][C@H:2]1[C:10]2[C:5](=[CH:6][CH:7]=[CH:8][CH:9]=2)[CH2:4][C@:3]1([CH2:20][C:21]1[CH:29]=[CH:28][C:24]([C:25](=[O:26])[NH2:27])=[CH:23][CH:22]=1)[C:11]1[CH2:12][C:13]2[C:18]([CH:19]=1)=[CH:17][CH:16]=[CH:15][CH:14]=2)=[O:69])[CH2:64][CH:65]([CH3:67])[CH3:66]. (8) The product is: [Br:1][C:2]1[C:3]([N:10]([CH:12]2[CH2:13][CH2:14][CH2:15][CH2:16][CH2:17]2)[NH:11][C:41]([C:38]2[CH:39]=[N:40][C:35]([C:32]3[CH:33]=[CH:34][C:29]([CH2:28][Cl:27])=[CH:30][CH:31]=3)=[CH:36][CH:37]=2)=[O:42])=[N:4][C:5]([C:8]#[N:9])=[N:6][CH:7]=1. Given the reactants [Br:1][C:2]1[C:3]([N:10]([CH:12]2[CH2:17][CH2:16][CH2:15][CH2:14][CH2:13]2)[NH2:11])=[N:4][C:5]([C:8]#[N:9])=[N:6][CH:7]=1.CCN(C(C)C)C(C)C.[Cl:27][CH2:28][C:29]1[CH:34]=[CH:33][C:32]([C:35]2[N:40]=[CH:39][C:38]([C:41](Cl)=[O:42])=[CH:37][CH:36]=2)=[CH:31][CH:30]=1, predict the reaction product. (9) Given the reactants [CH3:1][O:2][C:3]1[S:7][C:6]2=[N:8][C:9]([C:11]3[O:12][C:13]4[C:14](=[C:16]([OH:20])[CH:17]=[CH:18][CH:19]=4)[CH:15]=3)=[CH:10][N:5]2[N:4]=1.C1(P(C2C=CC=CC=2)C2C=CC=CC=2)C=CC=CC=1.[CH2:40]([O:47][C:48]1[CH:49]=[C:50]([CH:53]=[CH:54][CH:55]=1)[CH2:51]O)[C:41]1[CH:46]=[CH:45][CH:44]=[CH:43][CH:42]=1.N(C(OC(C)C)=O)=NC(OC(C)C)=O, predict the reaction product. The product is: [CH2:40]([O:47][C:48]1[CH:49]=[C:50]([CH:53]=[CH:54][CH:55]=1)[CH2:51][O:20][C:16]1[C:14]2[CH:15]=[C:11]([C:9]3[N:8]=[C:6]4[N:5]([CH:10]=3)[N:4]=[C:3]([O:2][CH3:1])[S:7]4)[O:12][C:13]=2[CH:19]=[CH:18][CH:17]=1)[C:41]1[CH:42]=[CH:43][CH:44]=[CH:45][CH:46]=1.